Dataset: Reaction yield outcomes from USPTO patents with 853,638 reactions. Task: Predict the reaction yield, written as a fraction of the theoretical maximum amount of product (1.0 means a 100% yield; for example, 0.34 means a 34% yield). (1) The reactants are [Br:1][C:2]1[C:6]2[CH:7]=[C:8]([O:11][CH3:12])[CH:9]=[CH:10][C:5]=2[O:4][C:3]=1[CH:13]([CH:15]1[CH2:20][CH2:19][CH2:18][CH2:17][CH2:16]1)O.S(Cl)([Cl:23])=O.C(=O)([O-])O.[Na+]. The catalyst is C1(C)C=CC=CC=1. The product is [Br:1][C:2]1[C:6]2[CH:7]=[C:8]([O:11][CH3:12])[CH:9]=[CH:10][C:5]=2[O:4][C:3]=1[CH:13]([Cl:23])[CH:15]1[CH2:20][CH2:19][CH2:18][CH2:17][CH2:16]1. The yield is 0.900. (2) The reactants are [Br:1][C:2]1[CH:7]=[CH:6][C:5]([C@@H:8]([NH:10][C:11]2[CH:16]=[N:15][CH:14]=[C:13](Cl)[N:12]=2)[CH3:9])=[CH:4][CH:3]=1.[N:18]1[C:22]2[CH:23]=[CH:24][CH:25]=[CH:26][C:21]=2[NH:20][CH:19]=1. No catalyst specified. The product is [N:18]1([C:13]2[N:12]=[C:11]([NH:10][C@H:8]([C:5]3[CH:6]=[CH:7][C:2]([Br:1])=[CH:3][CH:4]=3)[CH3:9])[CH:16]=[N:15][CH:14]=2)[C:22]2[CH:23]=[CH:24][CH:25]=[CH:26][C:21]=2[N:20]=[CH:19]1. The yield is 0.420. (3) The reactants are C(=O)([O-])[O-].[Cs+].[Cs+].[NH2:7][C:8]1[CH:9]=[C:10]([OH:14])[CH:11]=[CH:12][CH:13]=1.Cl[C:16]1[C:25]2[C:20](=[CH:21][C:22]([O:28][CH3:29])=[C:23]([O:26][CH3:27])[CH:24]=2)[N:19]=[CH:18][N:17]=1. The catalyst is C1COCC1.CCOC(C)=O. The product is [CH3:27][O:26][C:23]1[CH:24]=[C:25]2[C:20](=[CH:21][C:22]=1[O:28][CH3:29])[N:19]=[CH:18][N:17]=[C:16]2[O:14][C:10]1[CH:9]=[C:8]([CH:13]=[CH:12][CH:11]=1)[NH2:7]. The yield is 0.910. (4) The reactants are C([O:3][C:4](=[O:32])[C:5]([CH3:31])([CH3:30])[CH2:6][CH2:7][CH2:8][CH2:9][CH2:10][CH2:11][CH2:12][C:13](=[O:29])[CH2:14][CH2:15][CH2:16][CH2:17][CH2:18][CH2:19][CH2:20][C:21]([CH3:28])([CH3:27])[C:22]([O:24]CC)=[O:23])C.[OH-].[K+]. The catalyst is CCO.O. The product is [CH3:30][C:5]([CH3:31])([CH2:6][CH2:7][CH2:8][CH2:9][CH2:10][CH2:11][CH2:12][C:13](=[O:29])[CH2:14][CH2:15][CH2:16][CH2:17][CH2:18][CH2:19][CH2:20][C:21]([CH3:28])([CH3:27])[C:22]([OH:24])=[O:23])[C:4]([OH:32])=[O:3]. The yield is 0.740.